Dataset: Reaction yield outcomes from USPTO patents with 853,638 reactions. Task: Predict the reaction yield, written as a fraction of the theoretical maximum amount of product (1.0 means a 100% yield; for example, 0.34 means a 34% yield). The reactants are [O:1]([C:19]1[CH:26]=[C:25]([N:27]([CH2:32][CH2:33][CH2:34][CH3:35])[CH2:28][CH2:29][CH2:30][CH3:31])[CH:24]=[CH:23][C:20]=1[CH:21]=O)[Si:2]([C:15]([CH3:18])([CH3:17])[CH3:16])([C:9]1[CH:14]=[CH:13][CH:12]=[CH:11][CH:10]=1)[C:3]1[CH:8]=[CH:7][CH:6]=[CH:5][CH:4]=1.[C:36]([C:38]1[C:39](=[C:46]([C:49]#[N:50])[C:47]#[N:48])[O:40][C:41]([CH3:45])([CH3:44])[C:42]=1[CH3:43])#[N:37]. The yield is 0.726. The catalyst is C(O)C. The product is [O:1]([C:19]1[CH:26]=[C:25]([N:27]([CH2:28][CH2:29][CH2:30][CH3:31])[CH2:32][CH2:33][CH2:34][CH3:35])[CH:24]=[CH:23][C:20]=1[CH:21]=[CH:43][C:42]1[C:41]([CH3:44])([CH3:45])[O:40][C:39](=[C:46]([C:47]#[N:48])[C:49]#[N:50])[C:38]=1[C:36]#[N:37])[Si:2]([C:15]([CH3:17])([CH3:18])[CH3:16])([C:9]1[CH:14]=[CH:13][CH:12]=[CH:11][CH:10]=1)[C:3]1[CH:8]=[CH:7][CH:6]=[CH:5][CH:4]=1.